From a dataset of Full USPTO retrosynthesis dataset with 1.9M reactions from patents (1976-2016). Predict the reactants needed to synthesize the given product. (1) The reactants are: [N+:1]([C:4]1[CH:9]=[CH:8][C:7]([OH:10])=[CH:6][CH:5]=1)([O-:3])=[O:2].C([O-])([O-])=O.[K+].[K+].Cl[CH2:18][C:19]1[CH:24]=[CH:23][CH:22]=[CH:21][CH:20]=1. Given the product [CH2:18]([O:10][C:7]1[CH:8]=[CH:9][C:4]([N+:1]([O-:3])=[O:2])=[CH:5][CH:6]=1)[C:19]1[CH:24]=[CH:23][CH:22]=[CH:21][CH:20]=1, predict the reactants needed to synthesize it. (2) Given the product [CH3:1][C:2]1[CH:26]=[CH:25][CH:24]=[C:23]([CH3:27])[C:3]=1[CH2:4][N:5]1[C:9]2[CH:10]=[CH:11][CH:12]=[CH:13][C:8]=2[N:7]=[C:6]1[C:14]1[CH:22]=[CH:21][CH:20]=[CH:19][C:15]=1[C:16]([NH:32][NH:31][C:30]([NH:29][CH3:28])=[S:33])=[O:17], predict the reactants needed to synthesize it. The reactants are: [CH3:1][C:2]1[CH:26]=[CH:25][CH:24]=[C:23]([CH3:27])[C:3]=1[CH2:4][N:5]1[C:9]2[CH:10]=[CH:11][CH:12]=[CH:13][C:8]=2[N:7]=[C:6]1[C:14]1[CH:22]=[CH:21][CH:20]=[CH:19][C:15]=1[C:16](O)=[O:17].[CH3:28][NH:29][C:30](=[S:33])[NH:31][NH2:32].Cl.CN(C)CCCN=C=NCC.ON1C2C=CC=CC=2N=N1.CN1CCOCC1. (3) The reactants are: [N:1]1[CH:6]=[CH:5][CH:4]=[C:3]([C:7]2[CH:8]=[C:9]3[N:14]([C:15]4[CH:16]=[C:17]([CH:19]=[CH:20][CH:21]=4)[NH2:18])[CH:13]=[CH:12][N:10]3[N:11]=2)[CH:2]=1.[C:22]([C:24]1[CH:25]=[C:26]([CH:30]=[C:31]([S:33]([F:38])([F:37])([F:36])([F:35])[F:34])[CH:32]=1)[C:27](O)=[O:28])#[N:23]. Given the product [C:22]([C:24]1[CH:25]=[C:26]([CH:30]=[C:31]([S:33]([F:37])([F:38])([F:34])([F:35])[F:36])[CH:32]=1)[C:27]([NH:18][C:17]1[CH:19]=[CH:20][CH:21]=[C:15]([N:14]2[C:9]3[N:10]([N:11]=[C:7]([C:3]4[CH:2]=[N:1][CH:6]=[CH:5][CH:4]=4)[CH:8]=3)[CH:12]=[CH:13]2)[CH:16]=1)=[O:28])#[N:23], predict the reactants needed to synthesize it. (4) Given the product [NH2:1][C:2]1[C:10]([N+:11]([O-:13])=[O:12])=[CH:9][C:5]([C:6]([Cl:17])=[O:7])=[C:4]([F:14])[CH:3]=1, predict the reactants needed to synthesize it. The reactants are: [NH2:1][C:2]1[C:10]([N+:11]([O-:13])=[O:12])=[CH:9][C:5]([C:6](O)=[O:7])=[C:4]([F:14])[CH:3]=1.S(Cl)([Cl:17])=O. (5) Given the product [I:1][C:2]1[N:20]([CH2:19][C:18]2[CH:23]=[CH:24][CH:25]=[C:16]([C:15]([F:26])([F:27])[F:14])[CH:17]=2)[N:21]=[N:22][C:3]=1[CH2:4][N:5]([CH2:10][C:11]1[N:22]=[N:21][N:20]([CH2:19][C:18]2[CH:23]=[CH:24][CH:25]=[C:16]([C:15]([F:14])([F:27])[F:26])[CH:17]=2)[C:12]=1[I:13])[CH2:6][C:7]1[N:22]=[N:21][N:20]([CH2:19][C:18]2[CH:23]=[CH:24][CH:25]=[C:16]([C:15]([F:26])([F:27])[F:14])[CH:17]=2)[C:8]=1[I:9], predict the reactants needed to synthesize it. The reactants are: [I:1][C:2]#[C:3][CH2:4][N:5]([CH2:10][C:11]#[C:12][I:13])[CH2:6][C:7]#[C:8][I:9].[F:14][C:15]([F:27])([F:26])[C:16]1[CH:17]=[C:18]([CH:23]=[CH:24][CH:25]=1)[CH2:19][N:20]=[N+:21]=[N-:22]. (6) Given the product [CH3:20][N:21]([CH3:28])[CH2:22][CH2:23][CH2:24][C:25]([O:18][CH2:17][CH2:16][CH2:15][C:4]1[N:3]=[N+:2]([O-:1])[C:7]2[CH:8]=[C:9]3[C:13]([CH2:12][CH2:11][CH2:10]3)=[CH:14][C:6]=2[N:5]=1)=[O:26], predict the reactants needed to synthesize it. The reactants are: [O-:1][N+:2]1[C:7]2[CH:8]=[C:9]3[C:13](=[CH:14][C:6]=2[N:5]=[C:4]([CH2:15][CH2:16][CH2:17][OH:18])[N:3]=1)[CH2:12][CH2:11][CH2:10]3.Cl.[CH3:20][N:21]([CH3:28])[CH2:22][CH2:23][CH2:24][C:25](O)=[O:26].C1CCC(N=C=NC2CCCCC2)CC1.CCN(CC)CC. (7) Given the product [Br:1][C:2]1[CH:30]=[CH:29][C:28]([F:31])=[CH:27][C:3]=1[O:4][CH:5]1[CH2:10][CH2:9][N:8]([C:11]2[S:12][C:13]3[C:18]([O:34][CH2:33][CH2:32][OH:35])=[N:17][C:16]([CH2:20][CH2:21][C:22]([OH:24])=[O:23])=[N:15][C:14]=3[N:26]=2)[CH2:7][CH2:6]1, predict the reactants needed to synthesize it. The reactants are: [Br:1][C:2]1[CH:30]=[CH:29][C:28]([F:31])=[CH:27][C:3]=1[O:4][CH:5]1[CH2:10][CH2:9][N:8]([C:11]2[S:12][C:13]3[C:18](Cl)=[N:17][C:16]([CH2:20][CH2:21][C:22]([O:24]C)=[O:23])=[N:15][C:14]=3[N:26]=2)[CH2:7][CH2:6]1.[CH2:32]([OH:35])[CH2:33][OH:34]. (8) Given the product [CH3:2][O:3][C:4]1[CH:5]=[C:6]([C:13]2[CH2:18][CH2:17][N:16]([CH2:19][CH2:20][CH3:21])[CH2:15][CH:14]=2)[CH:7]=[CH:8][C:9]=1[N+:10]([O-:12])=[O:11], predict the reactants needed to synthesize it. The reactants are: [I-].[CH3:2][O:3][C:4]1[CH:5]=[C:6]([C:13]2[CH:18]=[CH:17][N+:16]([CH2:19][CH2:20][CH3:21])=[CH:15][CH:14]=2)[CH:7]=[CH:8][C:9]=1[N+:10]([O-:12])=[O:11].[BH4-].[Na+]. (9) Given the product [Cl:1][C:2]1[CH:9]=[CH:8][C:5]([CH2:6][NH2:7])=[C:4]([O:10][CH2:11][CH2:12][N:13]2[CH2:17][CH2:16][CH2:15][CH2:14]2)[CH:3]=1, predict the reactants needed to synthesize it. The reactants are: [Cl:1][C:2]1[CH:9]=[CH:8][C:5]([C:6]#[N:7])=[C:4]([O:10][CH2:11][CH2:12][N:13]2[CH2:17][CH2:16][CH2:15][CH2:14]2)[CH:3]=1.[H-].[H-].[H-].[H-].[Li+].[Al+3]. (10) Given the product [O:17]1[CH2:18][CH2:19][O:20][CH:16]1[CH2:15][N:1]1[C:10]2[C:5](=[CH:6][CH:7]=[N:8][CH:9]=2)[CH:4]=[CH:3][C:2]1=[O:11], predict the reactants needed to synthesize it. The reactants are: [NH:1]1[C:10]2[C:5](=[CH:6][CH:7]=[N:8][CH:9]=2)[CH:4]=[CH:3][C:2]1=[O:11].[H-].[Na+].Br[CH2:15][CH:16]1[O:20][CH2:19][CH2:18][O:17]1.C(OCC)(=O)C.